This data is from Peptide-MHC class I binding affinity with 185,985 pairs from IEDB/IMGT. The task is: Regression. Given a peptide amino acid sequence and an MHC pseudo amino acid sequence, predict their binding affinity value. This is MHC class I binding data. (1) The peptide sequence is NILVAGNLI. The MHC is HLA-B15:01 with pseudo-sequence HLA-B15:01. The binding affinity (normalized) is 0.0847. (2) The peptide sequence is SDRLHHDPL. The MHC is HLA-A69:01 with pseudo-sequence HLA-A69:01. The binding affinity (normalized) is 0.0847. (3) The binding affinity (normalized) is 0.213. The peptide sequence is VSTAPTGSW. The MHC is HLA-B40:01 with pseudo-sequence HLA-B40:01.